Dataset: Reaction yield outcomes from USPTO patents with 853,638 reactions. Task: Predict the reaction yield, written as a fraction of the theoretical maximum amount of product (1.0 means a 100% yield; for example, 0.34 means a 34% yield). (1) The reactants are [Li]CCCC.[C:6](#[N:8])[CH3:7].[Si:9]([O:16][CH2:17][C@H:18]1[N+:22]([O-:23])=[CH:21][C@@H:20]2[O:24][C:25]([CH3:28])([CH3:27])[O:26][C@H:19]12)([C:12]([CH3:15])([CH3:14])[CH3:13])([CH3:11])[CH3:10]. The catalyst is C1COCC1. The product is [Si:9]([O:16][CH2:17][C@@H:18]1[C@H:19]2[O:26][C:25]([CH3:28])([CH3:27])[O:24][C@H:20]2[CH:21]([CH2:7][C:6]#[N:8])[N:22]1[OH:23])([C:12]([CH3:15])([CH3:13])[CH3:14])([CH3:10])[CH3:11]. The yield is 1.10. (2) The reactants are [C:1]1([C:7]2[N:8]=[C:9]([C:12]3[C:16]([C:17](O)=[O:18])=[CH:15][N:14]([CH2:20][O:21][CH2:22][CH2:23][Si:24]([CH3:27])([CH3:26])[CH3:25])[N:13]=3)[S:10][CH:11]=2)[CH:6]=[CH:5][CH:4]=[CH:3][CH:2]=1.[CH3:28][C:29]([NH2:32])([CH3:31])[CH3:30].Cl.CN(C)CCCN=C=NCC.C1C=CC2N(O)N=NC=2C=1. The catalyst is CN(C=O)C. The product is [C:29]([NH:32][C:17]([C:16]1[C:12]([C:9]2[S:10][CH:11]=[C:7]([C:1]3[CH:6]=[CH:5][CH:4]=[CH:3][CH:2]=3)[N:8]=2)=[N:13][N:14]([CH2:20][O:21][CH2:22][CH2:23][Si:24]([CH3:25])([CH3:27])[CH3:26])[CH:15]=1)=[O:18])([CH3:31])([CH3:30])[CH3:28]. The yield is 0.880.